Predict which catalyst facilitates the given reaction. From a dataset of Catalyst prediction with 721,799 reactions and 888 catalyst types from USPTO. (1) Reactant: Cl.Cl.[CH3:3][O:4][C:5]1[C:14]2[C:9](=[CH:10][CH:11]=[CH:12][CH:13]=2)[N:8]=[C:7]([NH:15][CH2:16][CH2:17][CH2:18][NH2:19])[CH:6]=1.C[O-].[Na+].[CH2:23]([N:30]1[C:38]2[C:33](=[CH:34][CH:35]=[CH:36][CH:37]=2)[C:32]([CH:39]=O)=[CH:31]1)[C:24]1[CH:29]=[CH:28][CH:27]=[CH:26][CH:25]=1.C([BH3-])#N.[Na+]. Product: [CH2:23]([N:30]1[C:38]2[C:33](=[CH:34][CH:35]=[CH:36][CH:37]=2)[C:32]([CH2:39][NH:19][CH2:18][CH2:17][CH2:16][NH:15][C:7]2[CH:6]=[C:5]([O:4][CH3:3])[C:14]3[C:9](=[CH:10][CH:11]=[CH:12][CH:13]=3)[N:8]=2)=[CH:31]1)[C:24]1[CH:25]=[CH:26][CH:27]=[CH:28][CH:29]=1. The catalyst class is: 130. (2) Reactant: [C:1]([C:4]1[CH:9]=[CH:8][C:7]([NH:10][S:11]([C:14]([F:17])([F:16])[F:15])(=[O:13])=[O:12])=[C:6]([O:18][CH3:19])[CH:5]=1)(=[O:3])[CH3:2].[Br:20]Br.S([O-])([O-])(=O)=S.[Na+].[Na+]. Product: [Br:20][CH2:2][C:1]([C:4]1[CH:9]=[CH:8][C:7]([NH:10][S:11]([C:14]([F:16])([F:15])[F:17])(=[O:13])=[O:12])=[C:6]([O:18][CH3:19])[CH:5]=1)=[O:3]. The catalyst class is: 22. (3) Product: [CH3:1][O:2][C:3]([C@H:5]1[CH2:8][C@H:7]([O:9][CH2:12][C:13]2[CH:18]=[CH:17][CH:16]=[CH:15][CH:14]=2)[CH2:6]1)=[O:4]. Reactant: [CH3:1][O:2][C:3]([CH:5]1[CH2:8][CH:7]([OH:9])[CH2:6]1)=[O:4].[H-].[Na+].[CH2:12](Br)[C:13]1[CH:18]=[CH:17][CH:16]=[CH:15][CH:14]=1. The catalyst class is: 3. (4) Reactant: [S:1]([O-:4])([O-])=[O:2].[Na+].[Na+].C(O[CH2:11][CH2:12][CH2:13][CH2:14][Cl:15])(=O)C.[ClH:16]. Product: [Cl:15][CH2:14][CH2:13][CH2:12][CH2:11][S:1]([Cl:16])(=[O:4])=[O:2]. The catalyst class is: 6. (5) Reactant: [NH2:1][C:2]1[C:7]([NH2:8])=[C:6]([C:9]2[CH:14]=[CH:13][C:12]([CH2:15][NH:16][C:17](=[O:23])[O:18][C:19]([CH3:22])([CH3:21])[CH3:20])=[C:11]([F:24])[CH:10]=2)[CH:5]=[CH:4][N:3]=1.[F:25][CH:26]1[CH2:31][CH2:30][N:29]([C:32]2[CH:33]=[CH:34][C:35]([CH:38]=O)=[N:36][CH:37]=2)[CH2:28][CH2:27]1. Product: [F:24][C:11]1[CH:10]=[C:9]([C:6]2[CH:5]=[CH:4][N:3]=[C:2]3[NH:1][C:38]([C:35]4[CH:34]=[CH:33][C:32]([N:29]5[CH2:28][CH2:27][CH:26]([F:25])[CH2:31][CH2:30]5)=[CH:37][N:36]=4)=[N:8][C:7]=23)[CH:14]=[CH:13][C:12]=1[CH2:15][NH:16][C:17](=[O:23])[O:18][C:19]([CH3:20])([CH3:21])[CH3:22]. The catalyst class is: 9. (6) Reactant: O[Li].O.C([C:6]1([C:22]([O-:24])=[O:23])[CH2:21][N:9]2[CH2:10][CH2:11][N:12]([C:14]([O:16][C:17]([CH3:20])([CH3:19])[CH3:18])=[O:15])[CH2:13][C:8]2=[N:7]1)C. Product: [C:17]([O:16][C:14]([N:12]1[CH2:11][CH2:10][N:9]2[CH:21]=[C:6]([C:22]([OH:24])=[O:23])[N:7]=[C:8]2[CH2:13]1)=[O:15])([CH3:20])([CH3:18])[CH3:19]. The catalyst class is: 24.